This data is from Reaction yield outcomes from USPTO patents with 853,638 reactions. The task is: Predict the reaction yield, written as a fraction of the theoretical maximum amount of product (1.0 means a 100% yield; for example, 0.34 means a 34% yield). (1) The reactants are [H-].[H-].[H-].[H-].[Li+].[Al+3].C([O:9][C:10](=O)[C:11]1[CH:16]=[CH:15][CH:14]=[N:13][C:12]=1[CH2:17][CH3:18])C. The catalyst is O1CCCC1. The product is [CH2:17]([C:12]1[C:11]([CH2:10][OH:9])=[CH:16][CH:15]=[CH:14][N:13]=1)[CH3:18]. The yield is 0.540. (2) The reactants are [O:1]([C:3]1[CH:4]=[CH:5][C:6]2[N:10]=[N:9][NH:8][C:7]=2[CH:11]=1)[CH3:2].[OH-].[Na+].[Cl:14][CH2:15][CH2:16][CH2:17]Br. The catalyst is [Br-].C([N+](CCCC)(CCCC)CCCC)CCC. The product is [Cl:14][CH2:15][CH2:16][CH2:17][N:8]1[C:7]2[CH:11]=[C:3]([O:1][CH3:2])[CH:4]=[CH:5][C:6]=2[N:10]=[N:9]1. The yield is 0.341. (3) The reactants are C([O-])([O-])=O.[K+].[K+].[NH:7]1[CH2:11][CH2:10][CH2:9][CH2:8]1.Br[CH2:13][C:14]1[CH:15]=[C:16]([CH:19]=[CH:20][CH:21]=1)[CH:17]=[O:18]. The catalyst is C(O)C. The product is [N:7]1([CH2:13][C:14]2[CH:15]=[C:16]([CH:19]=[CH:20][CH:21]=2)[CH:17]=[O:18])[CH2:11][CH2:10][CH2:9][CH2:8]1. The yield is 0.880. (4) The reactants are [NH2:1][C:2]1[CH:3]=[CH:4][C:5]2[S:10][CH2:9][C:8](=[O:11])[NH:7][C:6]=2[CH:12]=1.[C:13]([Si:17]([CH3:25])([CH3:24])[O:18][CH2:19][CH2:20][C@@H:21]1[CH2:23][O:22]1)([CH3:16])([CH3:15])[CH3:14]. The catalyst is CCO.O. The product is [C:13]([Si:17]([CH3:25])([CH3:24])[O:18][CH2:19][CH2:20][C@@H:21]([OH:22])[CH2:23][NH:1][C:2]1[CH:3]=[CH:4][C:5]2[S:10][CH2:9][C:8](=[O:11])[NH:7][C:6]=2[CH:12]=1)([CH3:14])([CH3:16])[CH3:15]. The yield is 0.830. (5) The reactants are C([N:8]1[CH:13]2[CH2:14][CH2:15][CH:9]1[CH2:10][C:11]([C:17]1[CH:26]=[CH:25][C:24]3[C:19](=[CH:20][CH:21]=[CH:22][CH:23]=3)[CH:18]=1)([OH:16])[CH2:12]2)C1C=CC=CC=1.C([O-])=O.[NH4+].CO. The catalyst is [Pd].C(Cl)(Cl)Cl.CO. The product is [CH:18]1[C:19]2[C:24](=[CH:23][CH:22]=[CH:21][CH:20]=2)[CH:25]=[CH:26][C:17]=1[C:11]1([OH:16])[CH2:12][CH:13]2[NH:8][CH:9]([CH2:15][CH2:14]2)[CH2:10]1. The yield is 0.720. (6) The reactants are [CH3:1][S:2][C:3]1[CH:9]=[CH:8][C:6]([NH2:7])=[CH:5][CH:4]=1.N1C=CC=CC=1.[Cl:16][C:17]1[CH:25]=[CH:24][C:20]([C:21](Cl)=[O:22])=[CH:19][CH:18]=1. The catalyst is ClCCl. The product is [Cl:16][C:17]1[CH:25]=[CH:24][C:20]([C:21]([NH:7][C:6]2[CH:8]=[CH:9][C:3]([S:2][CH3:1])=[CH:4][CH:5]=2)=[O:22])=[CH:19][CH:18]=1. The yield is 0.930. (7) The reactants are Br[C:2]1[N:7]=[C:6]([C:8]([O:10][CH3:11])=[O:9])[CH:5]=[CH:4][CH:3]=1.[F:12][C:13]1[CH:14]=[C:15]([C:29]2([OH:35])[CH2:34][CH2:33][O:32][CH2:31][CH2:30]2)[CH:16]=[C:17]([F:28])[C:18]=1B1OC(C)(C)C(C)(C)O1. No catalyst specified. The product is [F:28][C:17]1[CH:16]=[C:15]([C:29]2([OH:35])[CH2:30][CH2:31][O:32][CH2:33][CH2:34]2)[CH:14]=[C:13]([F:12])[C:18]=1[C:2]1[N:7]=[C:6]([C:8]([O:10][CH3:11])=[O:9])[CH:5]=[CH:4][CH:3]=1. The yield is 0.440.